The task is: Predict the reactants needed to synthesize the given product.. This data is from Full USPTO retrosynthesis dataset with 1.9M reactions from patents (1976-2016). (1) Given the product [CH3:1][C:2]1[CH:3]([C:10]2[CH:17]=[CH:16][CH:15]=[CH:14][C:11]=2[C:12]([C:20]2[C:21]([CH3:26])=[CH:22][C:23]([CH3:25])=[CH:24][C:19]=2[CH3:18])=[NH:13])[C:4]([CH3:9])=[C:5]([CH3:8])[C:6]=1[CH3:7], predict the reactants needed to synthesize it. The reactants are: [CH3:1][C:2]1[CH:3]([C:10]2[CH:17]=[CH:16][CH:15]=[CH:14][C:11]=2[C:12]#[N:13])[C:4]([CH3:9])=[C:5]([CH3:8])[C:6]=1[CH3:7].[CH3:18][C:19]1[CH:24]=[C:23]([CH3:25])[CH:22]=[C:21]([CH3:26])[C:20]=1[Li].C1(C)C=CC=CC=1.O. (2) Given the product [CH3:18][O:17][C:4]1[CH:3]=[C:2]([C:23]2[CH:24]=[CH:25][C:20]([CH3:19])=[CH:21][CH:22]=2)[N:7]=[C:6]([N:8]2[CH:12]=[CH:11][C:10]([C:13]([F:16])([F:15])[F:14])=[N:9]2)[N:5]=1, predict the reactants needed to synthesize it. The reactants are: Cl[C:2]1[N:7]=[C:6]([N:8]2[CH:12]=[CH:11][C:10]([C:13]([F:16])([F:15])[F:14])=[N:9]2)[N:5]=[C:4]([O:17][CH3:18])[CH:3]=1.[CH3:19][C:20]1[CH:25]=[CH:24][C:23](B(O)O)=[CH:22][CH:21]=1.COC1C=C(C2C=CC=CC=2)N=C(N2C=CC(C(F)(F)F)=N2)N=1. (3) Given the product [ClH:27].[CH3:1][O:2][C:3]1[CH:4]=[C:5]([C:9]2([C:21]([Cl:27])=[O:23])[CH2:14][CH2:13][N:12]([C:15]3[N:20]=[CH:19][CH:18]=[CH:17][N:16]=3)[CH2:11][CH2:10]2)[CH:6]=[CH:7][CH:8]=1, predict the reactants needed to synthesize it. The reactants are: [CH3:1][O:2][C:3]1[CH:4]=[C:5]([C:9]2([C:21]([OH:23])=O)[CH2:14][CH2:13][N:12]([C:15]3[N:20]=[CH:19][CH:18]=[CH:17][N:16]=3)[CH2:11][CH2:10]2)[CH:6]=[CH:7][CH:8]=1.C(Cl)(=O)C([Cl:27])=O. (4) Given the product [OH:20][CH2:19][C:18]1[C:17]2[C:12](=[CH:13][CH:14]=[CH:15][CH:16]=2)[NH:11][C:10]=1[C:8]([N:5]1[CH2:6][CH2:7][N:2]([CH3:1])[CH2:3][CH2:4]1)=[O:9], predict the reactants needed to synthesize it. The reactants are: [CH3:1][N:2]1[CH2:7][CH2:6][N:5]([C:8]([C:10]2[NH:11][C:12]3[C:17]([C:18]=2[CH:19]=[O:20])=[CH:16][CH:15]=[CH:14][CH:13]=3)=[O:9])[CH2:4][CH2:3]1.[BH4-].[Na+]. (5) Given the product [Cl:15][C:7]1[C:8]([C:12]([NH2:14])=[O:13])=[C:9]2[N:5]([C:6]=1[C:16]1[CH:17]=[N:18][CH:19]=[CH:20][CH:21]=1)[CH:4]=[CH:3][CH:2]=[C:10]2[OH:11], predict the reactants needed to synthesize it. The reactants are: Br[CH:2]1[C:10](=[O:11])[C:9]2[N:5]([C:6]([C:16]3[CH:17]=[N:18][CH:19]=[CH:20][CH:21]=3)=[C:7]([Cl:15])[C:8]=2[C:12]([NH2:14])=[O:13])[CH2:4][CH2:3]1.[Br-].[Li+].C(=O)([O-])O.[Na+]. (6) Given the product [CH3:21][CH:16]([CH2:17][CH2:18][CH2:19][CH3:20])[CH2:15][CH:14]([C:11]1[CH:10]=[CH:9][C:8]([C:7]([NH:6][CH2:5][CH2:4][C:3]([OH:31])=[O:2])=[O:30])=[CH:13][CH:12]=1)[S:22][C:23]1[CH:24]=[CH:25][C:26]([C:44]2[CH:43]=[CH:42][C:41]([O:40][C:39]([F:51])([F:50])[F:38])=[CH:46][CH:45]=2)=[CH:27][CH:28]=1, predict the reactants needed to synthesize it. The reactants are: C[O:2][C:3](=[O:31])[CH2:4][CH2:5][NH:6][C:7](=[O:30])[C:8]1[CH:13]=[CH:12][C:11]([CH:14]([S:22][C:23]2[CH:28]=[CH:27][C:26](Br)=[CH:25][CH:24]=2)[CH2:15][CH:16]([CH3:21])[CH2:17][CH2:18][CH2:19][CH3:20])=[CH:10][CH:9]=1.C(=O)([O-])[O-].[K+].[K+].[F:38][C:39]([F:51])([F:50])[O:40][C:41]1[CH:42]=[C:43](B(O)O)[CH:44]=[CH:45][CH:46]=1. (7) The reactants are: C[O:2][C:3](=[O:37])[CH2:4][N:5]([S:28]([N:31]1[CH2:36][CH2:35][O:34][CH2:33][CH2:32]1)(=[O:30])=[O:29])[CH2:6][C:7]1[CH:12]=[CH:11][C:10]([O:13][CH2:14][C:15]2[N:16]=[C:17]([C:21]3[CH:26]=[CH:25][C:24]([CH3:27])=[CH:23][CH:22]=3)[O:18][C:19]=2[CH3:20])=[CH:9][CH:8]=1.O.[OH-].[Li+]. Given the product [N:31]1([S:28]([N:5]([CH2:4][C:3]([OH:37])=[O:2])[CH2:6][C:7]2[CH:12]=[CH:11][C:10]([O:13][CH2:14][C:15]3[N:16]=[C:17]([C:21]4[CH:22]=[CH:23][C:24]([CH3:27])=[CH:25][CH:26]=4)[O:18][C:19]=3[CH3:20])=[CH:9][CH:8]=2)(=[O:29])=[O:30])[CH2:36][CH2:35][O:34][CH2:33][CH2:32]1, predict the reactants needed to synthesize it. (8) Given the product [NH2:16][C@H:17]([C:25]([OH:27])=[O:26])[CH2:18][C:19]1[CH:24]=[CH:23][C:22]([OH:14])=[CH:21][CH:20]=1, predict the reactants needed to synthesize it. The reactants are: N[C@H](C(O)=[O:14])CC1C2C(=CC=CC=2)NC=1.[NH2:16][C@H:17]([C:25]([OH:27])=[O:26])[CH2:18][C:19]1[CH:24]=[CH:23][CH:22]=[CH:21][CH:20]=1.